Dataset: Catalyst prediction with 721,799 reactions and 888 catalyst types from USPTO. Task: Predict which catalyst facilitates the given reaction. (1) Reactant: [CH3:1][C:2]1[CH:7]=[CH:6][CH:5]=[C:4]([C:8]#[C:9][CH:10]=[C:11]2[CH2:16][CH2:15][NH:14][CH2:13][CH2:12]2)[N:3]=1.F[C:18]1[CH:23]=[CH:22][CH:21]=[CH:20][N:19]=1.O. Product: [CH3:1][C:2]1[CH:7]=[CH:6][CH:5]=[C:4]([C:8]#[C:9][CH:10]=[C:11]2[CH2:12][CH2:13][N:14]([C:18]3[CH:23]=[CH:22][CH:21]=[CH:20][N:19]=3)[CH2:15][CH2:16]2)[N:3]=1. The catalyst class is: 60. (2) Reactant: [CH:1]([C:4]1[CH:12]=[CH:11][C:7]([C:8]([OH:10])=[O:9])=[CH:6][CH:5]=1)([CH3:3])[CH3:2].[OH-].[K+].[Mn]([O-])(=O)(=O)=[O:16].[K+].C(O)CO. Product: [OH:16][C:1]([C:4]1[CH:12]=[CH:11][C:7]([C:8]([OH:10])=[O:9])=[CH:6][CH:5]=1)([CH3:3])[CH3:2]. The catalyst class is: 6. (3) Product: [C:18]([NH:1][CH:2]([CH3:10])[CH:3]([CH3:9])[C:4]([O:6][CH2:7][CH3:8])=[O:5])(=[O:25])[C:19]1[CH:24]=[CH:23][CH:22]=[CH:21][CH:20]=1. The catalyst class is: 4. Reactant: [NH2:1][CH:2]([CH3:10])[CH:3]([CH3:9])[C:4]([O:6][CH2:7][CH3:8])=[O:5].C(N(CC)CC)C.[C:18](Cl)(=[O:25])[C:19]1[CH:24]=[CH:23][CH:22]=[CH:21][CH:20]=1.CCCCCC.CCOC(C)=O. (4) Reactant: [CH3:1][S:2]([C:5]1[CH:10]=[CH:9][C:8]([NH:11][C:12]2[C:17]([N+:18]([O-:20])=[O:19])=[C:16]([O:21][CH:22]3[CH2:27][CH2:26][NH:25][CH2:24][CH2:23]3)[N:15]=[CH:14][N:13]=2)=[CH:7][CH:6]=1)(=[O:4])=[O:3].C(N(CC)CC)C.[CH3:35][N:36]1[CH:40]=[C:39]([S:41](Cl)(=[O:43])=[O:42])[N:38]=[CH:37]1. Product: [CH3:1][S:2]([C:5]1[CH:10]=[CH:9][C:8]([NH:11][C:12]2[C:17]([N+:18]([O-:20])=[O:19])=[C:16]([O:21][CH:22]3[CH2:27][CH2:26][N:25]([S:41]([C:39]4[N:38]=[CH:37][N:36]([CH3:35])[CH:40]=4)(=[O:43])=[O:42])[CH2:24][CH2:23]3)[N:15]=[CH:14][N:13]=2)=[CH:7][CH:6]=1)(=[O:4])=[O:3]. The catalyst class is: 3. (5) Reactant: [H-].[Na+].Br[C:4]1[CH:9]=[CH:8][C:7]([NH:10][C:11]([C:13]2[CH:18]=[CH:17][CH:16]=[CH:15][N:14]=2)=[O:12])=[CH:6][C:5]=1[F:19].C([Li])CCC.[CH2:25]=[C:26]1[CH2:30][CH2:29][O:28][C:27]1=[O:31].C(=O)(O)[O-].[Na+]. Product: [F:19][C:5]1[CH:6]=[C:7]([NH:10][C:11]([C:13]2[CH:18]=[CH:17][CH:16]=[CH:15][N:14]=2)=[O:12])[CH:8]=[CH:9][C:4]=1[C:27](=[O:31])[C:26]([CH2:30][CH2:29][OH:28])=[CH2:25]. The catalyst class is: 7.